Dataset: Full USPTO retrosynthesis dataset with 1.9M reactions from patents (1976-2016). Task: Predict the reactants needed to synthesize the given product. (1) Given the product [CH3:5][C:4]([CH3:37])([O:6][C:7]([NH:9][C:10]1[N:15]=[C:14]([C:16]2[CH:17]=[CH:18][C:19]3[N:20]([CH:22]=[C:23]([C:25]([OH:27])=[O:26])[N:24]=3)[CH:21]=2)[CH:13]=[CH:12][CH:11]=1)=[O:8])[CH3:3], predict the reactants needed to synthesize it. The reactants are: [OH-].[Li+].[CH3:3][C:4]([CH3:37])([O:6][C:7]([N:9](C(OC(C)(C)C)=O)[C:10]1[N:15]=[C:14]([C:16]2[CH:17]=[CH:18][C:19]3[N:20]([CH:22]=[C:23]([C:25]([O:27]CC)=[O:26])[N:24]=3)[CH:21]=2)[CH:13]=[CH:12][CH:11]=1)=[O:8])[CH3:5].O1CCCC1.Cl.Cl. (2) Given the product [Cl:1][C:2]1[CH:3]=[CH:4][C:5]([S:8]([N:11]2[CH:16]([C:17]3[CH:18]=[CH:19][CH:20]=[CH:21][CH:22]=3)[CH2:15][CH2:14][CH2:13][CH:12]2[CH:23]([OH:24])[CH3:25])(=[O:9])=[O:10])=[CH:6][CH:7]=1, predict the reactants needed to synthesize it. The reactants are: [Cl:1][C:2]1[CH:7]=[CH:6][C:5]([S:8]([N:11]2[CH:16]([C:17]3[CH:22]=[CH:21][CH:20]=[CH:19][CH:18]=3)[CH2:15][CH2:14][CH2:13][CH:12]2[CH:23]=[O:24])(=[O:10])=[O:9])=[CH:4][CH:3]=1.[CH3:25][Mg]Br.CCOCC.[Cl-].[NH4+]. (3) Given the product [C:5]([C:4]1[CH:11]=[CH:10][O:3][N:1]=1)([O:7][CH2:8][CH3:9])=[O:6].[NH3:1], predict the reactants needed to synthesize it. The reactants are: [N+:1]([CH2:4][C:5]([O:7][CH2:8][CH3:9])=[O:6])([O-:3])=O.[C:10](OC(OC(OC(C)(C)C)=O)=O)(C)(C)[CH3:11]. (4) Given the product [CH3:1][O:2][C:3]1[CH:4]=[C:5]2[C:10](=[CH:11][C:12]=1[O:13][CH3:14])[N:9]=[CH:8][CH:7]=[C:6]2[O:15][C:16]1[C:22]([CH3:23])=[C:21]([CH:39]2[CH2:40][CH2:41][N:36]([CH2:42][CH2:43][NH:44][C:32](=[S:33])[NH2:27])[CH2:37][CH2:38]2)[CH:19]=[C:18]([CH3:24])[CH:17]=1, predict the reactants needed to synthesize it. The reactants are: [CH3:1][O:2][C:3]1[CH:4]=[C:5]2[C:10](=[CH:11][C:12]=1[O:13][CH3:14])[N:9]=[CH:8][CH:7]=[C:6]2[O:15][C:16]1[C:22]([CH3:23])=[CH:21][C:19](N)=[C:18]([CH3:24])[CH:17]=1.C([N:27](CC)CC)C.[C:32](Cl)(Cl)=[S:33].[N:36]1([CH2:42][CH2:43][NH2:44])[CH2:41][CH2:40][CH2:39][CH2:38][CH2:37]1. (5) The reactants are: [NH2:1][C:2]1[C:3]([C:10]([OH:12])=[O:11])=[N:4][C:5]([O:8][CH3:9])=[CH:6][N:7]=1.[CH2:13](N(CC)CC)C.C([NH+](CC)CC)C.ClC(OCC)=O.C. Given the product [NH2:1][C:2]1[C:3]([C:10]([O:12][CH3:13])=[O:11])=[N:4][C:5]([O:8][CH3:9])=[CH:6][N:7]=1, predict the reactants needed to synthesize it. (6) Given the product [ClH:35].[ClH:35].[CH3:1][O:2][C:3]1[CH:34]=[CH:33][CH:32]=[CH:31][C:4]=1[O:5][C:6]1[CH:7]=[C:8]([CH:28]=[CH:29][CH:30]=1)[CH2:9][N:10]1[CH2:27][CH2:26][C:13]2([CH2:14][CH2:15][NH:16][CH2:17][CH2:18]2)[CH2:12][CH2:11]1, predict the reactants needed to synthesize it. The reactants are: [CH3:1][O:2][C:3]1[CH:34]=[CH:33][CH:32]=[CH:31][C:4]=1[O:5][C:6]1[CH:7]=[C:8]([CH:28]=[CH:29][CH:30]=1)[CH2:9][N:10]1[CH2:27][CH2:26][C:13]2([CH2:18][CH2:17][N:16](C(OC(C)(C)C)=O)[CH2:15][CH2:14]2)[CH2:12][CH2:11]1.[ClH:35].